Dataset: Forward reaction prediction with 1.9M reactions from USPTO patents (1976-2016). Task: Predict the product of the given reaction. (1) The product is: [C:34]1([C:40](=[N:41][C:2]2[CH:7]=[CH:6][C:5]([C:8]3[NH:13][C:12](=[O:14])[NH:11][CH:10]([C:15]4[CH:20]=[C:19]([N+:21]([O-:23])=[O:22])[C:18]([OH:24])=[C:17]([O:25][CH2:26][CH3:27])[CH:16]=4)[C:9]=3[C:28]3[CH:33]=[CH:32][CH:31]=[CH:30][CH:29]=3)=[CH:4][CH:3]=2)[C:42]2[CH:43]=[CH:44][CH:45]=[CH:46][CH:47]=2)[CH:39]=[CH:38][CH:37]=[CH:36][CH:35]=1. Given the reactants Br[C:2]1[CH:7]=[CH:6][C:5]([C:8]2[NH:13][C:12](=[O:14])[NH:11][CH:10]([C:15]3[CH:20]=[C:19]([N+:21]([O-:23])=[O:22])[C:18]([OH:24])=[C:17]([O:25][CH2:26][CH3:27])[CH:16]=3)[C:9]=2[C:28]2[CH:33]=[CH:32][CH:31]=[CH:30][CH:29]=2)=[CH:4][CH:3]=1.[C:34]1([C:40]([C:42]2[CH:47]=[CH:46][CH:45]=[CH:44][CH:43]=2)=[NH:41])[CH:39]=[CH:38][CH:37]=[CH:36][CH:35]=1.C([O-])([O-])=O.[Cs+].[Cs+].CC1(C)C2C(=C(P(C3C=CC=CC=3)C3C=CC=CC=3)C=CC=2)OC2C(P(C3C=CC=CC=3)C3C=CC=CC=3)=CC=CC1=2, predict the reaction product. (2) Given the reactants C(OC([NH:11][C:12]1[CH:17]=[CH:16][C:15]([CH3:18])=[C:14]([N:19]2[C:28](=[O:29])[C:27]3[C:22](=[CH:23][CH:24]=[C:25]([Br:30])[CH:26]=3)[N:21]=[CH:20]2)[CH:13]=1)=O)C1C=CC=CC=1, predict the reaction product. The product is: [NH2:11][C:12]1[CH:17]=[CH:16][C:15]([CH3:18])=[C:14]([N:19]2[C:28](=[O:29])[C:27]3[C:22](=[CH:23][CH:24]=[C:25]([Br:30])[CH:26]=3)[N:21]=[CH:20]2)[CH:13]=1. (3) Given the reactants C(OC(N1[CH2:12][CH2:11][CH:10]([C:13]2[NH:14][C:15]([C:18]3[CH:23]=[CH:22][C:21]([Br:24])=[CH:20][CH:19]=3)=[CH:16][N:17]=2)C1)=O)(C)(C)C.[C:25]([O:29][C:30]([N:32]1CC2C[CH:33]1[CH2:34][CH2:35]2)=[O:31])([CH3:28])([CH3:27])[CH3:26], predict the reaction product. The product is: [C:25]([O:29][C:30]([N:32]1[CH:10]([C:13]2[NH:14][C:15]([C:18]3[CH:19]=[CH:20][C:21]([Br:24])=[CH:22][CH:23]=3)=[CH:16][N:17]=2)[CH:11]2[CH2:12][CH:33]1[CH2:34][CH2:35]2)=[O:31])([CH3:28])([CH3:27])[CH3:26]. (4) The product is: [OH:1][C:2]1[CH:9]=[CH:8][C:5]([C:6]#[N:17])=[C:4]([N+:10]([O-:12])=[O:11])[C:3]=1[O:13][CH3:14]. Given the reactants [OH:1][C:2]1[CH:9]=[CH:8][C:5]([CH:6]=O)=[C:4]([N+:10]([O-:12])=[O:11])[C:3]=1[O:13][CH3:14].II.[NH3:17], predict the reaction product. (5) Given the reactants [CH3:1][O:2][C:3](=[O:25])[CH2:4][C@H:5]1[CH2:10][CH2:9][C@H:8]([C:11]2[CH:16]=[CH:15][C:14](OS(C(F)(F)F)(=O)=O)=[CH:13][CH:12]=2)[CH2:7][CH2:6]1, predict the reaction product. The product is: [CH3:1][O:2][C:3](=[O:25])[CH2:4][C@H:5]1[CH2:6][CH2:7][C@H:8]([C:11]2[CH:12]=[CH:13][CH:14]=[CH:15][CH:16]=2)[CH2:9][CH2:10]1. (6) Given the reactants [O:1]([C:8]1[CH:9]=[C:10]([NH:14][CH2:15][C:16]2[CH:21]=[CH:20][C:19]([N:22]([CH2:25][CH3:26])[CH2:23][CH3:24])=[CH:18][CH:17]=2)[CH:11]=[CH:12][CH:13]=1)[C:2]1[CH:7]=[CH:6][CH:5]=[CH:4][CH:3]=1.[F:27][C:28]([F:33])([F:32])[CH:29]1[O:31][CH2:30]1.FC(F)(F)S([O-])(=O)=O.[Yb+3].FC(F)(F)S([O-])(=O)=O.FC(F)(F)S([O-])(=O)=O, predict the reaction product. The product is: [O:1]([C:8]1[CH:9]=[C:10]([N:14]([CH2:15][C:16]2[CH:17]=[CH:18][C:19]([N:22]([CH2:25][CH3:26])[CH2:23][CH3:24])=[CH:20][CH:21]=2)[CH2:30][CH:29]([OH:31])[C:28]([F:33])([F:32])[F:27])[CH:11]=[CH:12][CH:13]=1)[C:2]1[CH:3]=[CH:4][CH:5]=[CH:6][CH:7]=1.